From a dataset of Catalyst prediction with 721,799 reactions and 888 catalyst types from USPTO. Predict which catalyst facilitates the given reaction. (1) Reactant: [CH3:1][O:2][CH2:3][CH2:4][O:5][C:6]1[CH:10]=[C:9]([C:11]([OH:13])=O)[N:8]([CH3:14])[N:7]=1.O1CCCC1.C(Cl)(=O)C(Cl)=O.[NH2:26][C:27]1[CH:28]=[C:29]([CH:46]=[CH:47][C:48]=1[F:49])[O:30][C:31]1[CH:32]=[CH:33][C:34]2[N:35]([CH:37]=[C:38]([NH:40][C:41]([CH:43]3[CH2:45][CH2:44]3)=[O:42])[N:39]=2)[N:36]=1. Product: [CH:43]1([C:41]([NH:40][C:38]2[N:39]=[C:34]3[CH:33]=[CH:32][C:31]([O:30][C:29]4[CH:46]=[CH:47][C:48]([F:49])=[C:27]([NH:26][C:11]([C:9]5[N:8]([CH3:14])[N:7]=[C:6]([O:5][CH2:4][CH2:3][O:2][CH3:1])[CH:10]=5)=[O:13])[CH:28]=4)=[N:36][N:35]3[CH:37]=2)=[O:42])[CH2:44][CH2:45]1. The catalyst class is: 637. (2) Reactant: [Cl:1][C:2]1[N:3]=[C:4]([N:15]2[CH2:20][CH2:19][O:18][CH2:17][CH2:16]2)[C:5]2[N:11]=[C:10]([C:12]([NH2:14])=[O:13])[CH:9]=[CH:8][C:6]=2[N:7]=1.CO[CH:23](OC)[N:24]([CH3:26])[CH3:25]. Product: [Cl:1][C:2]1[N:3]=[C:4]([N:15]2[CH2:16][CH2:17][O:18][CH2:19][CH2:20]2)[C:5]2[N:11]=[C:10]([C:12](/[N:14]=[CH:23]/[N:24]([CH3:26])[CH3:25])=[O:13])[CH:9]=[CH:8][C:6]=2[N:7]=1. The catalyst class is: 11. (3) Reactant: [ClH:1].Cl.[NH:3]1[C:7]2=[N:8][CH:9]=[CH:10][C:11]([NH:12][C:13](=[O:23])[C:14]3[CH:19]=[CH:18][C:17]([C@H:20]([NH2:22])[CH3:21])=[CH:16][CH:15]=3)=[C:6]2[CH:5]=[CH:4]1.[OH-].[Na+]. Product: [ClH:1].[NH:3]1[C:7]2=[N:8][CH:9]=[CH:10][C:11]([NH:12][C:13](=[O:23])[C:14]3[CH:19]=[CH:18][C:17]([C@H:20]([NH2:22])[CH3:21])=[CH:16][CH:15]=3)=[C:6]2[CH:5]=[CH:4]1. The catalyst class is: 6. (4) Reactant: [CH3:1][O:2][C:3]1[C:8]([NH2:9])=[C:7]([CH3:10])[N:6]=[C:5]([C:11]2[C:16]([O:17][CH3:18])=[CH:15][C:14]([CH3:19])=[CH:13][C:12]=2[CH3:20])[N:4]=1.C([O-])([O-])=O.[K+].[K+].Br[CH:28]([CH2:30][CH2:31][CH3:32])[CH3:29]. Product: [CH2:28]([CH:30]([NH:9][C:8]1[C:7]([CH3:10])=[N:6][C:5]([C:11]2[C:16]([O:17][CH3:18])=[CH:15][C:14]([CH3:19])=[CH:13][C:12]=2[CH3:20])=[N:4][C:3]=1[O:2][CH3:1])[CH2:31][CH3:32])[CH3:29]. The catalyst class is: 10. (5) Reactant: [F:1][CH2:2][CH2:3][CH2:4][OH:5].C(N(CC)CC)C.[C:13]1([CH3:23])[CH:18]=[CH:17][C:16]([S:19](Cl)(=[O:21])=[O:20])=[CH:15][CH:14]=1. Product: [F:1][CH2:2][CH2:3][CH2:4][O:5][S:19]([C:16]1[CH:17]=[CH:18][C:13]([CH3:23])=[CH:14][CH:15]=1)(=[O:21])=[O:20]. The catalyst class is: 4.